This data is from Full USPTO retrosynthesis dataset with 1.9M reactions from patents (1976-2016). The task is: Predict the reactants needed to synthesize the given product. (1) Given the product [N+:1]([C:4]1[CH:5]=[C:6]([CH2:7][OH:8])[CH:10]=[CH:11][C:12]=1[N+:13]([O-:15])=[O:14])([O-:3])=[O:2], predict the reactants needed to synthesize it. The reactants are: [N+:1]([C:4]1[CH:5]=[C:6]([CH:10]=[CH:11][C:12]=1[N+:13]([O-:15])=[O:14])[C:7](O)=[O:8])([O-:3])=[O:2]. (2) Given the product [Br:1][C:2]1[C:23]([O:24][CH3:25])=[CH:22][C:5]2[C:6]3[N:11]([CH:12]([CH2:14][CH3:15])[CH2:13][C:4]=2[CH:3]=1)[CH:10]=[C:9]([C:16]([O:18][CH2:19][CH3:20])=[O:17])[C:8](=[O:21])[CH:7]=3, predict the reactants needed to synthesize it. The reactants are: [Br:1][C:2]1[C:23]([O:24][CH3:25])=[CH:22][C:5]2[CH:6]3[N:11]([CH:12]([CH2:14][CH3:15])[CH2:13][C:4]=2[CH:3]=1)[CH:10]=[C:9]([C:16]([O:18][CH2:19][CH3:20])=[O:17])[C:8](=[O:21])[CH2:7]3.C1(Cl)C(=O)C(Cl)=C(Cl)C(=O)C=1Cl.